From a dataset of Peptide-MHC class I binding affinity with 185,985 pairs from IEDB/IMGT. Regression. Given a peptide amino acid sequence and an MHC pseudo amino acid sequence, predict their binding affinity value. This is MHC class I binding data. (1) The peptide sequence is SGPSNTYPEI. The MHC is HLA-A68:01 with pseudo-sequence HLA-A68:01. The binding affinity (normalized) is 0. (2) The peptide sequence is NTYLFNILYK. The MHC is HLA-B51:01 with pseudo-sequence HLA-B51:01. The binding affinity (normalized) is 0.0499. (3) The peptide sequence is VHGGTNANY. The MHC is Mamu-B17 with pseudo-sequence Mamu-B17. The binding affinity (normalized) is 0.235. (4) The peptide sequence is IIMRRFFYF. The MHC is HLA-C04:01 with pseudo-sequence HLA-C04:01. The binding affinity (normalized) is 0.213. (5) The peptide sequence is YVPTEFWGF. The MHC is HLA-A29:02 with pseudo-sequence HLA-A29:02. The binding affinity (normalized) is 0.0847. (6) The peptide sequence is ASAAHLAAY. The MHC is BoLA-T2a with pseudo-sequence BoLA-T2a. The binding affinity (normalized) is 0.385. (7) The peptide sequence is LYRYIQWLR. The MHC is HLA-A30:01 with pseudo-sequence HLA-A30:01. The binding affinity (normalized) is 0.622. (8) The peptide sequence is LPCRIKQII. The MHC is HLA-A02:06 with pseudo-sequence HLA-A02:06. The binding affinity (normalized) is 0. (9) The peptide sequence is YDFVLVGPC. The MHC is HLA-B40:01 with pseudo-sequence HLA-B40:01. The binding affinity (normalized) is 0.250.